From a dataset of M1 muscarinic receptor antagonist screen with 61,756 compounds. Binary Classification. Given a drug SMILES string, predict its activity (active/inactive) in a high-throughput screening assay against a specified biological target. (1) The drug is O(c1ccc(Cc2n[nH]c(Nc3c(cc(cc3)C)C)nc2=O)cc1)C. The result is 0 (inactive). (2) The molecule is s1c(C(=O)N2CCN(CC2)C(=O)c2ccncc2)ccc1. The result is 0 (inactive).